Dataset: Full USPTO retrosynthesis dataset with 1.9M reactions from patents (1976-2016). Task: Predict the reactants needed to synthesize the given product. (1) Given the product [C:1]([O:5][C:6]([NH:8][C@H:9]1[CH2:14][CH2:13][CH2:12][CH2:11][C@H:10]1[NH:15][C:16]1[N:21]=[C:20]([C:43]2[S:42][C:39]3[C:38](=[N:37][N:36]([CH3:35])[C:40]=3[CH3:41])[CH:44]=2)[C:19]2[C:23](=[O:33])[N:24]([C:26]([O:28][C:29]([CH3:32])([CH3:31])[CH3:30])=[O:27])[CH2:25][C:18]=2[C:17]=1[F:34])=[O:7])([CH3:4])([CH3:3])[CH3:2], predict the reactants needed to synthesize it. The reactants are: [C:1]([O:5][C:6]([NH:8][C@H:9]1[CH2:14][CH2:13][CH2:12][CH2:11][C@H:10]1[NH:15][C:16]1[N:21]=[C:20](Cl)[C:19]2[C:23](=[O:33])[N:24]([C:26]([O:28][C:29]([CH3:32])([CH3:31])[CH3:30])=[O:27])[CH2:25][C:18]=2[C:17]=1[F:34])=[O:7])([CH3:4])([CH3:3])[CH3:2].[CH3:35][N:36]1[C:40]([CH3:41])=[C:39]2[S:42][C:43]([Sn](CCCC)(CCCC)CCCC)=[CH:44][C:38]2=[N:37]1. (2) Given the product [CH2:7]([C:9]1[CH:10]=[C:11]([CH2:15][OH:16])[CH:12]=[N:13][CH:14]=1)[CH3:8], predict the reactants needed to synthesize it. The reactants are: [H-].[H-].[H-].[H-].[Li+].[Al+3].[CH2:7]([C:9]1[CH:10]=[C:11]([C:15](OC)=[O:16])[CH:12]=[N:13][CH:14]=1)[CH3:8]. (3) Given the product [C:1]1([S:7]([N:10]2[CH2:15][CH:14]([CH2:16][O:17][CH3:18])[N:13]([CH3:23])[CH:12]([CH2:19][O:20][CH3:21])[CH2:11]2)(=[O:9])=[O:8])[CH:2]=[CH:3][CH:4]=[CH:5][CH:6]=1, predict the reactants needed to synthesize it. The reactants are: [C:1]1([S:7]([N:10]2[CH2:15][CH:14]([CH2:16][O:17][CH3:18])[NH:13][CH:12]([CH2:19][O:20][CH3:21])[CH2:11]2)(=[O:9])=[O:8])[CH:6]=[CH:5][CH:4]=[CH:3][CH:2]=1.O.[C:23]([BH3-])#N.[Na+]. (4) Given the product [F:34][CH:22]([F:21])[C:23]1[O:27][N:26]=[C:25]([CH2:28][CH2:29][CH2:30][C:31]([NH:20][CH2:19][CH:13]([C:11]2[N:12]=[C:8]([C:5]3[CH:4]=[CH:3][C:2]([F:1])=[CH:7][CH:6]=3)[O:9][CH:10]=2)[CH2:14][CH2:15][N:16]([CH3:18])[CH3:17])=[O:32])[N:24]=1, predict the reactants needed to synthesize it. The reactants are: [F:1][C:2]1[CH:7]=[CH:6][C:5]([C:8]2[O:9][CH:10]=[C:11]([CH:13]([CH2:19][NH2:20])[CH2:14][CH2:15][N:16]([CH3:18])[CH3:17])[N:12]=2)=[CH:4][CH:3]=1.[F:21][CH:22]([F:34])[C:23]1[O:27][N:26]=[C:25]([CH2:28][CH2:29][CH2:30][C:31](O)=[O:32])[N:24]=1. (5) Given the product [Br:16][CH2:13][C:12]([C:9]1[CH:10]=[C:11]2[C:6](=[CH:7][CH:8]=1)[O:5][CH2:4][CH2:3][C:2]2([CH3:15])[CH3:1])=[O:14], predict the reactants needed to synthesize it. The reactants are: [CH3:1][C:2]1([CH3:15])[C:11]2[C:6](=[CH:7][CH:8]=[C:9]([C:12](=[O:14])[CH3:13])[CH:10]=2)[O:5][CH2:4][CH2:3]1.[Br:16]Br.O. (6) Given the product [CH3:1][C:2]1[O:6][N:5]=[C:4]([C:7]2[CH:12]=[CH:11][CH:10]=[CH:9][CH:8]=2)[C:3]=1[C:13]([Cl:18])=[O:15], predict the reactants needed to synthesize it. The reactants are: [CH3:1][C:2]1[O:6][N:5]=[C:4]([C:7]2[CH:12]=[CH:11][CH:10]=[CH:9][CH:8]=2)[C:3]=1[C:13]([OH:15])=O.O=S(Cl)[Cl:18]. (7) Given the product [CH3:13][CH:14]1[CH2:15][CH2:16][C:17](=[O:19])[N:18]1[C:2]1[CH:3]=[CH:4][C:5]([C:6]([OH:8])=[O:7])=[CH:11][CH:12]=1, predict the reactants needed to synthesize it. The reactants are: I[C:2]1[CH:12]=[CH:11][C:5]([C:6]([O:8]CC)=[O:7])=[CH:4][CH:3]=1.[CH3:13][CH:14]1[NH:18][C:17](=[O:19])[CH2:16][CH2:15]1. (8) Given the product [C:1]([N:4]1[C:13]2[CH:12]=[CH:11][C:10]([N+:14]([O-:16])=[O:15])=[CH:9][C:8]=2[C:7]2[N:33]([C:30]3[CH:31]=[CH:32][C:27]([F:26])=[CH:28][CH:29]=3)[N:34]=[C:18]([C:19]([O:21][CH2:22][CH3:23])=[O:20])[C:6]=2[CH2:5]1)(=[O:3])[CH3:2], predict the reactants needed to synthesize it. The reactants are: [C:1]([N:4]1[C:13]2[C:8](=[CH:9][C:10]([N+:14]([O-:16])=[O:15])=[CH:11][CH:12]=2)[C:7](=O)[CH:6]([C:18](=O)[C:19]([O:21][CH2:22][CH3:23])=[O:20])[CH2:5]1)(=[O:3])[CH3:2].Cl.[F:26][C:27]1[CH:32]=[CH:31][C:30]([NH:33][NH2:34])=[CH:29][CH:28]=1. (9) The reactants are: Br[C:2]1[CH:7]=[CH:6][C:5]([F:8])=[C:4]([N+:9]([O-:11])=[O:10])[CH:3]=1.N#N.[CH3:14][N:15]1[CH:19]=[C:18](B2OC(C)(C)C(C)(C)O2)[CH:17]=[N:16]1.C(=O)([O-])[O-].[Na+].[Na+]. Given the product [F:8][C:5]1[CH:6]=[CH:7][C:2]([C:18]2[CH:17]=[N:16][N:15]([CH3:14])[CH:19]=2)=[CH:3][C:4]=1[N+:9]([O-:11])=[O:10], predict the reactants needed to synthesize it. (10) Given the product [Br:1][C:2]1[CH:7]=[C:6]([CH3:8])[CH:5]=[C:4]([CH3:9])[C:3]=1[O:10][CH2:12][C:13]([O:15][CH3:16])=[O:14], predict the reactants needed to synthesize it. The reactants are: [Br:1][C:2]1[CH:7]=[C:6]([CH3:8])[CH:5]=[C:4]([CH3:9])[C:3]=1[OH:10].Br[CH2:12][C:13]([O:15][CH3:16])=[O:14].C(=O)([O-])[O-].[Cs+].[Cs+].